Dataset: Full USPTO retrosynthesis dataset with 1.9M reactions from patents (1976-2016). Task: Predict the reactants needed to synthesize the given product. The reactants are: [Br:1][C:2]1[CH:9]=[CH:8][C:5]([CH:6]=O)=[CH:4][CH:3]=1.[CH3:10][C:11]([S@@:14]([NH2:16])=[O:15])([CH3:13])[CH3:12]. Given the product [Br:1][C:2]1[CH:9]=[CH:8][C:5](/[CH:6]=[N:16]/[S:14]([C:11]([CH3:13])([CH3:12])[CH3:10])=[O:15])=[CH:4][CH:3]=1, predict the reactants needed to synthesize it.